From a dataset of Catalyst prediction with 721,799 reactions and 888 catalyst types from USPTO. Predict which catalyst facilitates the given reaction. (1) The catalyst class is: 4. Reactant: F[C:2](F)(F)[C:3]([OH:5])=[O:4].ICC1C=C(O[CH2:20][CH2:21][O:22][C:23](=[O:39])[C@H:24]([CH:36]([CH3:38])[CH3:37])[NH:25][C:26]([O:28][CH2:29][C:30]2[CH:35]=[CH:34][CH:33]=[CH:32][CH:31]=2)=[O:27])C=CC=1C(O)=O. Product: [CH2:29]([O:28][C:26]([NH:25][C@H:24]([C:23]([O:22][CH2:21][CH2:20][C:30]1[CH:35]=[CH:34][C:2]([C:3]([OH:5])=[O:4])=[CH:32][CH:31]=1)=[O:39])[CH:36]([CH3:37])[CH3:38])=[O:27])[C:30]1[CH:31]=[CH:32][CH:33]=[CH:34][CH:35]=1. (2) Reactant: [CH3:1][O:2][C:3]([C:5]1[NH:6][CH:7]=[C:8]([C:10]([C:12]2[C:13]([C:18]3[CH:23]=[CH:22][C:21]([Br:24])=[CH:20][CH:19]=3)=[N:14][O:15][C:16]=2[CH3:17])=[O:11])[CH:9]=1)=[O:4].[H-].[Na+].I[CH3:28]. Product: [CH3:1][O:2][C:3]([C:5]1[N:6]([CH3:28])[CH:7]=[C:8]([C:10]([C:12]2[C:13]([C:18]3[CH:19]=[CH:20][C:21]([Br:24])=[CH:22][CH:23]=3)=[N:14][O:15][C:16]=2[CH3:17])=[O:11])[CH:9]=1)=[O:4]. The catalyst class is: 6. (3) Reactant: [NH2:1][C:2]1[CH:28]=[CH:27][C:5]([CH2:6][C@@H:7]2[CH2:11][CH2:10][C@H:9]([C@H:12]([OH:19])[C:13]3[CH:18]=[CH:17][CH:16]=[CH:15][CH:14]=3)[N:8]2C(OC(C)(C)C)=O)=[CH:4][CH:3]=1.[N:29]([C:32]1[CH:37]=[CH:36][CH:35]=[C:34]([O:38][CH3:39])[CH:33]=1)=[C:30]=[O:31].C(O)(C(F)(F)F)=O. Product: [OH:19][C@H:12]([C:13]1[CH:18]=[CH:17][CH:16]=[CH:15][CH:14]=1)[C@@H:9]1[NH:8][C@H:7]([CH2:6][C:5]2[CH:27]=[CH:28][C:2]([NH:1][C:30]([NH:29][C:32]3[CH:37]=[CH:36][CH:35]=[C:34]([O:38][CH3:39])[CH:33]=3)=[O:31])=[CH:3][CH:4]=2)[CH2:11][CH2:10]1. The catalyst class is: 2. (4) Reactant: [F:1][C:2]([F:18])([F:17])[C:3]1[CH:16]=[CH:15][C:6]([C:7]([NH:9][CH:10]([CH3:14])[C:11]([OH:13])=O)=O)=[CH:5][CH:4]=1.[C:19](Cl)(=[O:23])C(Cl)=O.[CH3:25][OH:26]. Product: [CH3:25][O:26][C:19]([C:11]1[O:13][C:7]([C:6]2[CH:5]=[CH:4][C:3]([C:2]([F:1])([F:17])[F:18])=[CH:16][CH:15]=2)=[N:9][C:10]=1[CH3:14])=[O:23]. The catalyst class is: 3.